From a dataset of Full USPTO retrosynthesis dataset with 1.9M reactions from patents (1976-2016). Predict the reactants needed to synthesize the given product. (1) Given the product [CH:15]([O:14][C:11]1[CH:12]=[CH:13][C:8]([C:6]2[CH:7]=[C:2]([O:24][C@H:25]3[CH2:65][N:28]4[C:29](=[O:64])[C@@H:30]([NH:56][C:57](=[O:63])[O:58][C:59]([CH3:62])([CH3:61])[CH3:60])[C@H:31]([CH3:55])[CH2:32][CH:33]([CH3:54])[CH2:34][CH2:35][CH:36]=[CH:37][C@@H:38]5[CH2:43][C@@:39]5([C:44](=[O:53])[NH:45][S:46]([C:49]5([CH3:52])[CH2:51][CH2:50]5)(=[O:47])=[O:48])[NH:40][C:41](=[O:42])[C@@H:27]4[CH2:26]3)[CH:3]=[C:4]([C:18]3[CH:23]=[N:22][CH:21]=[CH:20][N:19]=3)[N:5]=2)=[CH:9][CH:10]=1)([CH3:17])[CH3:16], predict the reactants needed to synthesize it. The reactants are: Cl[C:2]1[CH:7]=[C:6]([C:8]2[CH:13]=[CH:12][C:11]([O:14][CH:15]([CH3:17])[CH3:16])=[CH:10][CH:9]=2)[N:5]=[C:4]([C:18]2[CH:23]=[N:22][CH:21]=[CH:20][N:19]=2)[CH:3]=1.[OH:24][C@H:25]1[CH2:65][N:28]2[C:29](=[O:64])[C@@H:30]([NH:56][C:57](=[O:63])[O:58][C:59]([CH3:62])([CH3:61])[CH3:60])[C@H:31]([CH3:55])[CH2:32][CH:33]([CH3:54])[CH2:34][CH2:35][CH:36]=[CH:37][C@@H:38]3[CH2:43][C@@:39]3([C:44](=[O:53])[NH:45][S:46]([C:49]3([CH3:52])[CH2:51][CH2:50]3)(=[O:48])=[O:47])[NH:40][C:41](=[O:42])[C@@H:27]2[CH2:26]1.CC(C)([O-])C.[K+].Cl. (2) Given the product [CH2:6]([O:5][P:4]([C:3]([C:1]#[N:2])=[CH:27][CH:24]1[CH2:25][CH2:26][O:21][CH2:22][CH2:23]1)(=[O:11])[O:8][CH2:9][CH3:10])[CH3:7], predict the reactants needed to synthesize it. The reactants are: [C:1]([CH2:3][P:4](=[O:11])([O:8][CH2:9][CH3:10])[O:5][CH2:6][CH3:7])#[N:2].C([O-])(=O)C.[NH4+].C(O)(=O)C.[O:21]1[CH2:26][CH2:25][CH:24]([CH:27]=O)[CH2:23][CH2:22]1. (3) The reactants are: [CH3:1][O:2][C:3]1[CH:4]=[C:5]([C:15]2[N:16]=[C:17]3[CH:22]=[CH:21][CH:20]=[CH:19][N:18]3[CH:23]=2)[CH:6]=[CH:7][C:8]=1[C:9]1[CH:14]=[CH:13][CH:12]=[CH:11][N:10]=1. Given the product [CH3:1][O:2][C:3]1[CH:4]=[C:5]([C:15]2[N:16]=[C:17]3[CH2:22][CH2:21][CH2:20][CH2:19][N:18]3[CH:23]=2)[CH:6]=[CH:7][C:8]=1[C:9]1[CH:14]=[CH:13][CH:12]=[CH:11][N:10]=1, predict the reactants needed to synthesize it. (4) Given the product [C:29]([O:28][CH:17]1[C:18]([O:22][CH:23]([O:25][CH2:26][CH3:27])[CH3:24])([CH3:21])[CH2:19][CH2:20][CH:8]([O:7][CH:5]([O:4][CH2:2][CH3:3])[CH3:6])[CH2:9][C:10]([O:12][CH:13](/[C:39](/[CH3:60])=[CH:40]/[CH:41]=[CH:42]/[CH:43]([CH3:59])[CH2:44][CH:45]2[O:58][CH:46]2[CH:47]([CH3:57])[CH:48]([O:51][CH:52]([O:54][CH2:55][CH3:56])[CH3:53])[CH2:49][CH3:50])[CH:14]([CH3:38])[CH:15]=[CH:16]1)=[O:11])(=[O:70])[NH2:1], predict the reactants needed to synthesize it. The reactants are: [NH3:1].[CH2:2]([O:4][CH:5]([O:7][CH:8]1[CH2:20][CH2:19][C:18]([O:22][CH:23]([O:25][CH2:26][CH3:27])[CH3:24])([CH3:21])[CH:17]([O:28][C:29]2C=CC([N+]([O-])=O)=CC=2)[CH:16]=[CH:15][CH:14]([CH3:38])[CH:13](/[C:39](/[CH3:60])=[CH:40]/[CH:41]=[CH:42]/[CH:43]([CH3:59])[CH2:44][CH:45]2[O:58][CH:46]2[CH:47]([CH3:57])[CH:48]([O:51][CH:52]([O:54][CH2:55][CH3:56])[CH3:53])[CH2:49][CH3:50])[O:12][C:10](=[O:11])[CH:9]1C(O)=O)[CH3:6])[CH3:3].C(OCC)(=O)C.[OH2:70]. (5) Given the product [Br-:28].[OH:31][CH:30]([N+:25]1[CH:26]=[CH:27][N:23]([CH2:1][CH2:2][CH2:3][CH2:4][CH2:5][CH2:6][CH2:7][CH2:8][CH2:9][CH2:10][CH2:11][CH2:12][CH2:13][CH2:14][CH2:15][CH2:16][CH2:17][CH2:18][CH2:19][CH2:20][CH2:21][CH3:22])[CH:24]=1)[CH3:29], predict the reactants needed to synthesize it. The reactants are: [CH2:1]([N:23]1[CH:27]=[CH:26][N:25]=[CH:24]1)[CH2:2][CH2:3][CH2:4][CH2:5][CH2:6][CH2:7][CH2:8][CH2:9][CH2:10][CH2:11][CH2:12][CH2:13][CH2:14][CH2:15][CH2:16][CH2:17][CH2:18][CH2:19][CH2:20][CH2:21][CH3:22].[Br:28][CH2:29][CH2:30][OH:31].